This data is from Reaction yield outcomes from USPTO patents with 853,638 reactions. The task is: Predict the reaction yield, written as a fraction of the theoretical maximum amount of product (1.0 means a 100% yield; for example, 0.34 means a 34% yield). (1) The reactants are [N:1]([CH2:4][C@:5]([C:8]1[CH:13]=[CH:12][CH:11]=[CH:10][C:9]=1Br)([OH:7])[CH3:6])=[N+:2]=[N-:3].[B:15](OC(C)C)(OC(C)C)[O:16]C(C)C.[Li]CCCC. The catalyst is C1(C)C=CC=CC=1. The product is [N:1]([CH2:4][C@@:5]1([CH3:6])[O:7][B:15]([OH:16])[C:9]2[CH:10]=[CH:11][CH:12]=[CH:13][C:8]1=2)=[N+:2]=[N-:3]. The yield is 0.300. (2) The reactants are C([O:3][C:4]([CH:6]1[C:12]2[NH:13][C:14]3[CH:15]=[CH:16][CH:17]=[CH:18][C:19]=3[C:11]=2[CH2:10][CH2:9][N:8]([C:20](=[O:28])[C:21]2[CH:26]=[CH:25][C:24]([F:27])=[CH:23][CH:22]=2)[CH2:7]1)=[O:5])C.[OH-].[Na+].CC(O)=O. The catalyst is O1CCOCC1.O. The product is [F:27][C:24]1[CH:23]=[CH:22][C:21]([C:20]([N:8]2[CH2:9][CH2:10][C:11]3[C:19]4[CH:18]=[CH:17][CH:16]=[CH:15][C:14]=4[NH:13][C:12]=3[CH:6]([C:4]([OH:5])=[O:3])[CH2:7]2)=[O:28])=[CH:26][CH:25]=1. The yield is 0.840. (3) The reactants are [CH3:1][N:2]([CH3:20])[C:3]([C:5]1[CH:6]=[C:7]2[C:12](=[CH:13][CH:14]=1)[C:11](=[O:15])[NH:10][C:9](=[O:16])[C:8]2=[CH:17]OC)=[O:4].[N:21]1([CH2:27][C:28]2[CH:33]=[CH:32][C:31]([NH2:34])=[CH:30][CH:29]=2)[CH2:26][CH2:25][CH2:24][CH2:23][CH2:22]1. The catalyst is CN(C)C=O. The product is [CH3:20][N:2]([CH3:1])[C:3]([C:5]1[CH:6]=[C:7]2[C:12](=[CH:13][CH:14]=1)[C:11](=[O:15])[NH:10][C:9](=[O:16])/[C:8]/2=[CH:17]\[NH:34][C:31]1[CH:30]=[CH:29][C:28]([CH2:27][N:21]2[CH2:26][CH2:25][CH2:24][CH2:23][CH2:22]2)=[CH:33][CH:32]=1)=[O:4]. The yield is 0.740. (4) The reactants are [CH2:1]([O:8][C:9]1[CH:14]=[CH:13][C:12]([C:15]2[NH:19][N:18]=[N:17][N:16]=2)=[CH:11][C:10]=1[F:20])[C:2]1[CH:7]=[CH:6][CH:5]=[CH:4][CH:3]=1.[H-].[Na+].Br[CH2:24][CH2:25][O:26][Si:27]([CH3:30])([CH3:29])[CH3:28]. The catalyst is CN(C)C=O. The product is [CH2:1]([O:8][C:9]1[CH:14]=[CH:13][C:12]([C:15]2[N:19]([CH2:24][CH2:25][O:26][Si:27]([CH3:30])([CH3:29])[CH3:28])[N:18]=[N:17][N:16]=2)=[CH:11][C:10]=1[F:20])[C:2]1[CH:3]=[CH:4][CH:5]=[CH:6][CH:7]=1.[CH2:1]([O:8][C:9]1[CH:14]=[CH:13][C:12]([C:15]2[N:16]=[N:17][N:18]([CH2:24][CH2:25][O:26][Si:27]([CH3:30])([CH3:29])[CH3:28])[N:19]=2)=[CH:11][C:10]=1[F:20])[C:2]1[CH:3]=[CH:4][CH:5]=[CH:6][CH:7]=1. The yield is 0.120.